This data is from Full USPTO retrosynthesis dataset with 1.9M reactions from patents (1976-2016). The task is: Predict the reactants needed to synthesize the given product. (1) Given the product [CH:1]1([C:4]2[C:13]3[C:8](=[CH:9][C:10]([OH:32])=[C:11]([C:14]4[N:19]=[N:18][C:17]([N:20]([CH3:31])[CH:21]5[CH2:26][C:25]([CH3:27])([CH3:28])[NH:24][C:23]([CH3:29])([CH3:30])[CH2:22]5)=[CH:16][CH:15]=4)[CH:12]=3)[N:7]=[C:6]([CH3:34])[CH:5]=2)[CH2:3][CH2:2]1, predict the reactants needed to synthesize it. The reactants are: [CH:1]1([C:4]2[C:13]3[C:8](=[CH:9][C:10]([O:32]C)=[C:11]([C:14]4[N:19]=[N:18][C:17]([N:20]([CH3:31])[CH:21]5[CH2:26][C:25]([CH3:28])([CH3:27])[NH:24][C:23]([CH3:30])([CH3:29])[CH2:22]5)=[CH:16][CH:15]=4)[CH:12]=3)[N:7]=[C:6]([CH3:34])[CH:5]=2)[CH2:3][CH2:2]1.B(Br)(Br)Br. (2) Given the product [CH:29]([O:28][C:12]1[C:13]2[C:14](=[O:27])[N:15]([CH2:19][C:20]3[CH:21]=[CH:22][C:23]([F:26])=[CH:24][CH:25]=3)[C:16](=[O:18])[C:17]=2[C:6]([OH:5])=[C:7]2[C:11]=1[N:10]=[CH:9][N:8]2[CH2:42][C:43]1[CH:48]=[CH:47][CH:46]=[CH:45][CH:44]=1)([C:36]1[CH:37]=[CH:38][CH:39]=[CH:40][CH:41]=1)[C:30]1[CH:35]=[CH:34][CH:33]=[CH:32][CH:31]=1, predict the reactants needed to synthesize it. The reactants are: C(OC(=O)[O:5][C:6]1[C:17]2[C:16](=[O:18])[N:15]([CH2:19][C:20]3[CH:25]=[CH:24][C:23]([F:26])=[CH:22][CH:21]=3)[C:14](=[O:27])[C:13]=2[C:12]([O:28][CH:29]([C:36]2[CH:41]=[CH:40][CH:39]=[CH:38][CH:37]=2)[C:30]2[CH:35]=[CH:34][CH:33]=[CH:32][CH:31]=2)=[C:11]2[C:7]=1[N:8]([CH2:42][C:43]1[CH:48]=[CH:47][CH:46]=[CH:45][CH:44]=1)[CH:9]=[N:10]2)C.C([O-])([O-])=O.[K+].[K+]. (3) Given the product [OH:19][C:12]1[C:13]2[CH:18]=[N:17][CH:16]=[N:15][C:14]=2[N:9]([OH:8])[C:10](=[O:23])[C:11]=1[C:20]([NH2:22])=[O:21], predict the reactants needed to synthesize it. The reactants are: C([O:8][N:9]1[C:14]2[N:15]=[CH:16][N:17]=[CH:18][C:13]=2[C:12]([OH:19])=[C:11]([C:20]([NH2:22])=[O:21])[C:10]1=[O:23])C1C=CC=CC=1.CO.[H][H]. (4) Given the product [C:19]([O-:22])(=[O:21])[CH3:20].[C:23]([O-:26])(=[O:25])[CH3:24].[C:27]([O-:30])(=[O:29])[CH3:28].[Cl:1][C:2]1[CH:18]=[CH:17][C:5]([C:6]2[CH:11]=[C:10]([CH2:12][CH3:13])[C:9]([Pb+3:35])=[CH:8][CH:7]=2)=[CH:4][CH:3]=1, predict the reactants needed to synthesize it. The reactants are: [Cl:1][C:2]1[CH:18]=[CH:17][C:5]([C:6]2[CH:11]=[C:10]([CH2:12][CH3:13])[C:9](B(O)O)=[CH:8][CH:7]=2)=[CH:4][CH:3]=1.[C:19]([O-:22])(=[O:21])[CH3:20].[C:23]([O-:26])(=[O:25])[CH3:24].[C:27]([O-:30])(=[O:29])[CH3:28].C([O-])(=O)C.[Pb+4:35].C(=O)([O-])[O-].[K+].[K+]. (5) Given the product [OH:8][C:9]1[CH:13]=[C:12]([CH2:14][CH2:15][C:16]([O:18][CH2:19][CH3:20])=[O:17])[N:11]([CH3:21])[N:10]=1, predict the reactants needed to synthesize it. The reactants are: C([O:8][C:9]1[CH:13]=[C:12](/[CH:14]=[CH:15]/[C:16]([O:18][CH2:19][CH3:20])=[O:17])[N:11]([CH3:21])[N:10]=1)C1C=CC=CC=1.